This data is from Full USPTO retrosynthesis dataset with 1.9M reactions from patents (1976-2016). The task is: Predict the reactants needed to synthesize the given product. (1) Given the product [Br:24][CH2:20][C:19]([C:15]1[CH:16]=[CH:17][CH:18]=[C:13]([O:12][CH2:11][CH2:10][CH2:9][O:8][CH2:7][C:1]2[CH:2]=[CH:3][CH:4]=[CH:5][CH:6]=2)[CH:14]=1)=[O:21], predict the reactants needed to synthesize it. The reactants are: [C:1]1([CH2:7][O:8][CH2:9][CH2:10][CH2:11][O:12][C:13]2[CH:14]=[C:15]([C:19](=[O:21])[CH3:20])[CH:16]=[CH:17][CH:18]=2)[CH:6]=[CH:5][CH:4]=[CH:3][CH:2]=1.CO.[Br-:24].[Br-].[Br-].C([N+](CCCC)(CCCC)CCCC)CCC.C([N+](CCCC)(CCCC)CCCC)CCC.C([N+](CCCC)(CCCC)CCCC)CCC.S([O-])([O-])(=O)=S.[Na+].[Na+]. (2) Given the product [CH2:14]([O:13][C:11]([C:4]1[C:5](=[O:10])[N:6]([CH2:8][CH3:9])[CH:7]=[C:2]([B:16]2[O:20][C:19]([CH3:22])([CH3:21])[C:18]([CH3:24])([CH3:23])[O:17]2)[CH:3]=1)=[O:12])[CH3:15], predict the reactants needed to synthesize it. The reactants are: Br[C:2]1[CH:3]=[C:4]([C:11]([O:13][CH2:14][CH3:15])=[O:12])[C:5](=[O:10])[N:6]([CH2:8][CH3:9])[CH:7]=1.[B:16]1([B:16]2[O:20][C:19]([CH3:22])([CH3:21])[C:18]([CH3:24])([CH3:23])[O:17]2)[O:20][C:19]([CH3:22])([CH3:21])[C:18]([CH3:24])([CH3:23])[O:17]1.C(Cl)Cl.C([O-])(=O)C.[K+].